From a dataset of Full USPTO retrosynthesis dataset with 1.9M reactions from patents (1976-2016). Predict the reactants needed to synthesize the given product. (1) Given the product [Cl:3][C:4]1[CH:5]=[C:6]2[C:10](=[CH:11][CH:12]=1)[N:9]([C:18]1[C:27]3[C:22](=[CH:23][CH:24]=[CH:25][CH:26]=3)[N:21]=[CH:20][CH:19]=1)[CH:8]=[C:7]2[C:13]([O:15][CH3:16])=[O:14], predict the reactants needed to synthesize it. The reactants are: [H-].[Na+].[Cl:3][C:4]1[CH:5]=[C:6]2[C:10](=[CH:11][CH:12]=1)[NH:9][CH:8]=[C:7]2[C:13]([O:15][CH3:16])=[O:14].Cl[C:18]1[C:27]2[C:22](=[CH:23][CH:24]=[CH:25][CH:26]=2)[N:21]=[CH:20][CH:19]=1.O. (2) Given the product [F:13][C:14]1[CH:15]=[CH:16][C:17]([OH:22])=[C:18]([C:19]2[N:2]([CH3:1])[N:3]=[C:4]([C:6]3[C:11]([CH3:12])=[CH:10][CH:9]=[CH:8][N:7]=3)[N:5]=2)[CH:21]=1, predict the reactants needed to synthesize it. The reactants are: [CH3:1][NH:2][NH:3][C:4]([C:6]1[C:11]([CH3:12])=[CH:10][CH:9]=[CH:8][N:7]=1)=[NH:5].[F:13][C:14]1[CH:15]=[CH:16][C:17]([OH:22])=[C:18]([CH:21]=1)[CH:19]=O. (3) Given the product [Br-:1].[OH:30][C:9]([C:31]1[CH:36]=[CH:35][CH:34]=[CH:33][C:32]=1[O:38][CH3:39])([C:4]1[CH:5]=[CH:6][CH:7]=[CH:8][CH:3]=1)[C:10]([O:12][C@@H:13]1[CH:18]2[CH2:19][CH2:20][N+:15]([CH2:21][C:22](=[O:29])[NH:23][C:24]3[CH:28]=[CH:27][O:26][N:25]=3)([CH2:16][CH2:17]2)[CH2:14]1)=[O:11], predict the reactants needed to synthesize it. The reactants are: [Br-:1].Cl[C:3]1[CH:8]=[CH:7][CH:6]=[CH:5][C:4]=1[C:9]([C:31]1[CH:36]=[CH:35][CH:34]=[CH:33][C:32]=1Cl)([OH:30])[C:10]([O:12][C@@H:13]1[CH:18]2[CH2:19][CH2:20][N+:15]([CH2:21][C:22](=[O:29])[NH:23][C:24]3[CH:28]=[CH:27][O:26][N:25]=3)([CH2:16][CH2:17]2)[CH2:14]1)=[O:11].[OH:38][C:39](C1C=CC=CC=1OC)(C1C=CC=CC=1)C(O)=O. (4) Given the product [CH:28]1([O:33][C:34]2[CH:35]=[C:36]([NH:37][CH2:2][CH:3]=[CH:4][C:5]3[CH:6]=[CH:7][C:8]([C:9]([NH:11][C:12]4[CH:17]=[CH:16][CH:15]=[CH:14][C:13]=4[NH:18][C:19](=[O:25])[O:20][C:21]([CH3:22])([CH3:24])[CH3:23])=[O:10])=[CH:26][CH:27]=3)[CH:38]=[CH:39][C:40]=2[O:41][CH3:42])[CH2:29][CH2:30][CH2:31][CH2:32]1, predict the reactants needed to synthesize it. The reactants are: O=[CH:2][CH:3]=[CH:4][C:5]1[CH:27]=[CH:26][C:8]([C:9]([NH:11][C:12]2[CH:17]=[CH:16][CH:15]=[CH:14][C:13]=2[NH:18][C:19](=[O:25])[O:20][C:21]([CH3:24])([CH3:23])[CH3:22])=[O:10])=[CH:7][CH:6]=1.[CH:28]1([O:33][C:34]2[CH:35]=[C:36]([CH:38]=[CH:39][C:40]=2[O:41][CH3:42])[NH2:37])[CH2:32][CH2:31][CH2:30][CH2:29]1.C([Sn](Cl)(Cl)CCCC)CCC.C1([SiH3])C=CC=CC=1.